From a dataset of Full USPTO retrosynthesis dataset with 1.9M reactions from patents (1976-2016). Predict the reactants needed to synthesize the given product. (1) Given the product [F:1][CH:2]([F:19])[C:3]1([C:12]2[CH:17]=[CH:16][CH:15]=[CH:14][C:13]=2[F:18])[CH2:4][O:5][C:6]([CH3:11])([CH3:10])[C:7]([NH2:22])=[N:8]1, predict the reactants needed to synthesize it. The reactants are: [F:1][CH:2]([F:19])[C:3]1([C:12]2[CH:17]=[CH:16][CH:15]=[CH:14][C:13]=2[F:18])[NH:8][C:7](=S)[C:6]([CH3:11])([CH3:10])[O:5][CH2:4]1.CO.[NH3:22]. (2) Given the product [C:1]([C:3]1[CH:19]=[CH:18][C:6]([NH:7][S:8]([C:11]2[CH:16]=[CH:15][C:14]([CH3:17])=[CH:13][CH:12]=2)(=[O:10])=[O:9])=[C:5]([N+:20]([O-:22])=[O:21])[CH:4]=1)#[N:2], predict the reactants needed to synthesize it. The reactants are: [C:1]([C:3]1[CH:19]=[CH:18][C:6]([NH:7][S:8]([C:11]2[CH:16]=[CH:15][C:14]([CH3:17])=[CH:13][CH:12]=2)(=[O:10])=[O:9])=[CH:5][CH:4]=1)#[N:2].[N+:20]([O-])([OH:22])=[O:21].O. (3) Given the product [N:24]1[CH:25]=[CH:26][CH:27]=[C:22]([C:20]#[C:21][C:2]2[C:10]3[C:5](=[CH:6][C:7]([CH:11]=[O:12])=[CH:8][CH:9]=3)[NH:4][N:3]=2)[CH:23]=1, predict the reactants needed to synthesize it. The reactants are: I[C:2]1[C:10]2[C:5](=[CH:6][C:7]([CH:11]=[O:12])=[CH:8][CH:9]=2)[NH:4][N:3]=1.CCN(CC)CC.[C:20]([C:22]1[CH:23]=[N:24][CH:25]=[CH:26][CH:27]=1)#[CH:21]. (4) Given the product [Cl:1][C:2]1[N:11]=[C:10]([N:18]([C:17]2[CH:20]=[CH:21][C:14]([CH3:13])=[CH:15][CH:16]=2)[CH3:19])[C:9]2[C:4](=[CH:5][CH:6]=[CH:7][CH:8]=2)[N:3]=1, predict the reactants needed to synthesize it. The reactants are: [Cl:1][C:2]1[N:11]=[C:10](Cl)[C:9]2[C:4](=[CH:5][CH:6]=[CH:7][CH:8]=2)[N:3]=1.[CH3:13][C:14]1[CH:21]=[CH:20][C:17]([NH:18][CH3:19])=[CH:16][CH:15]=1. (5) Given the product [F:10][C:8]1[CH:9]=[C:3]2[C:4](=[C:6]([F:11])[CH:7]=1)[NH:5][CH:2]=[CH:1]2, predict the reactants needed to synthesize it. The reactants are: [C:1]([C:3]1[CH:9]=[C:8]([F:10])[CH:7]=[C:6]([F:11])[C:4]=1[NH2:5])#[CH:2]. (6) Given the product [CH3:1][O:2][C:3]1[CH:11]=[CH:10][CH:9]=[C:8]2[C:4]=1[CH:5]=[C:6]([CH3:12])[N:7]2[CH2:21][C:22]1[CH:27]=[CH:26][CH:25]=[CH:24][CH:23]=1, predict the reactants needed to synthesize it. The reactants are: [CH3:1][O:2][C:3]1[CH:11]=[CH:10][CH:9]=[C:8]2[C:4]=1[CH:5]=[C:6]([CH3:12])[NH:7]2.[H-].[Na+].CCCCCC.[CH2:21](Br)[C:22]1[CH:27]=[CH:26][CH:25]=[CH:24][CH:23]=1.